From a dataset of Full USPTO retrosynthesis dataset with 1.9M reactions from patents (1976-2016). Predict the reactants needed to synthesize the given product. Given the product [F:23][C:14]([F:22])([C:15]1[CH:20]=[CH:19][CH:18]=[CH:17][N+:16]=1[O-:21])[CH2:13][NH:12][C:8]1[C:7]([F:24])=[C:6]([CH2:5][C:4]([OH:25])=[O:3])[CH:11]=[CH:10][N:9]=1, predict the reactants needed to synthesize it. The reactants are: C([O:3][C:4](=[O:25])[CH2:5][C:6]1[CH:11]=[CH:10][N:9]=[C:8]([NH:12][CH2:13][C:14]([F:23])([F:22])[C:15]2[CH:20]=[CH:19][CH:18]=[CH:17][N+:16]=2[O-:21])[C:7]=1[F:24])C.[Li+].[OH-].Cl.